This data is from Reaction yield outcomes from USPTO patents with 853,638 reactions. The task is: Predict the reaction yield, written as a fraction of the theoretical maximum amount of product (1.0 means a 100% yield; for example, 0.34 means a 34% yield). (1) The reactants are Br[CH2:2][CH2:3][C:4]([F:7])([F:6])[F:5].[Br:8][C:9]1[CH:14]=[CH:13][C:12]([SH:15])=[CH:11][CH:10]=1.C(=O)([O-])[O-].[K+].[K+].O. The catalyst is CN(C=O)C. The product is [F:5][C:4]([F:7])([F:6])[CH2:3][CH2:2][S:15][C:12]1[CH:13]=[CH:14][C:9]([Br:8])=[CH:10][CH:11]=1. The yield is 0.950. (2) The reactants are [OH:1][C:2]1[C:7]([C:8]([O:10]CC)=[O:9])=[CH:6][N:5]=[C:4]2[S:13][C:14]([I:16])=[CH:15][C:3]=12.O.Cl. The catalyst is [OH-].[Na+]. The product is [OH:1][C:2]1[C:7]([C:8]([OH:10])=[O:9])=[CH:6][N:5]=[C:4]2[S:13][C:14]([I:16])=[CH:15][C:3]=12. The yield is 0.940.